This data is from Forward reaction prediction with 1.9M reactions from USPTO patents (1976-2016). The task is: Predict the product of the given reaction. (1) Given the reactants [N:1]1[CH:6]=[CH:5][CH:4]=[CH:3][C:2]=1[C:7]1[N:8]=[C:9]([NH:17][C:18]2[N:23]=[CH:22][CH:21]=[CH:20][N:19]=2)[S:10][C:11]=1[C:12]([O:14]CC)=[O:13].O.[OH-].[Li+], predict the reaction product. The product is: [N:1]1[CH:6]=[CH:5][CH:4]=[CH:3][C:2]=1[C:7]1[N:8]=[C:9]([NH:17][C:18]2[N:19]=[CH:20][CH:21]=[CH:22][N:23]=2)[S:10][C:11]=1[C:12]([OH:14])=[O:13]. (2) Given the reactants [CH3:1][O:2][C:3]1[CH:4]=[C:5]([NH:13][C:14]2[N:15]=[N:16][C:17]([CH:20]([NH:22][C:23]([C:25]3[CH:26]=[CH:27][CH:28]=[C:29]4[C:34]=3[N:33]=[CH:32][CH:31]=[CH:30]4)=O)[CH3:21])=[CH:18][N:19]=2)[CH:6]=[C:7]([O:11][CH3:12])[C:8]=1[O:9][CH3:10].P(Cl)(Cl)(Cl)=O, predict the reaction product. The product is: [CH3:21][C:20]1[N:22]=[C:23]([C:25]2[CH:26]=[CH:27][CH:28]=[C:29]3[C:34]=2[N:33]=[CH:32][CH:31]=[CH:30]3)[N:16]2[C:17]=1[CH:18]=[N:19][C:14]([NH:13][C:5]1[CH:4]=[C:3]([O:2][CH3:1])[C:8]([O:9][CH3:10])=[C:7]([O:11][CH3:12])[CH:6]=1)=[N:15]2. (3) Given the reactants [CH2:1]([N:8]1[CH2:14][CH2:13][CH2:12][NH:11][CH2:10][CH2:9]1)[C:2]1[CH:7]=[CH:6][CH:5]=[CH:4][CH:3]=1.[C:15]([O:19][C:20]([N:22]1[CH2:27][CH2:26][CH:25]([C:28](O)=[O:29])[CH2:24][CH2:23]1)=[O:21])([CH3:18])([CH3:17])[CH3:16].C1C=CC2N(O)N=NC=2C=1.C(Cl)CCl, predict the reaction product. The product is: [CH2:1]([N:8]1[CH2:14][CH2:13][CH2:12][N:11]([C:28]([CH:25]2[CH2:26][CH2:27][N:22]([C:20]([O:19][C:15]([CH3:18])([CH3:17])[CH3:16])=[O:21])[CH2:23][CH2:24]2)=[O:29])[CH2:10][CH2:9]1)[C:2]1[CH:3]=[CH:4][CH:5]=[CH:6][CH:7]=1. (4) Given the reactants [F:1][C:2]1[C:3]2[N:4]([CH:8]=[C:9]([CH2:11][C@@H:12]3[CH2:17][CH2:16][CH2:15][CH2:14][N:13]3C(OC(C)(C)C)=O)[N:10]=2)[CH:5]=[CH:6][CH:7]=1.[ClH:25].O1CCOCC1, predict the reaction product. The product is: [ClH:25].[F:1][C:2]1[C:3]2[N:4]([CH:8]=[C:9]([CH2:11][C@@H:12]3[CH2:17][CH2:16][CH2:15][CH2:14][NH:13]3)[N:10]=2)[CH:5]=[CH:6][CH:7]=1.